Dataset: Catalyst prediction with 721,799 reactions and 888 catalyst types from USPTO. Task: Predict which catalyst facilitates the given reaction. (1) Reactant: CN(C=O)C.[N:6]1[CH:11]=[CH:10][CH:9]=[CH:8][C:7]=1[S:12][S:13][CH2:14][CH2:15][CH2:16][C:17]([OH:19])=O.C(Cl)(=O)C(Cl)=O.[CH3:26][O:27][C:28]1[C:42]([O:43][CH2:44][CH2:45][P:46]([CH2:51][CH2:52][O:53][C:54]2[C:55]([O:69][CH3:70])=[CH:56][C:57]3[C:63](=[O:64])[N:62]4[CH2:65][CH2:66][CH2:67][C@H:61]4[CH:60]=[N:59][C:58]=3[CH:68]=2)(=[O:50])[O:47][CH2:48][CH3:49])=[CH:41][C:31]2[NH:32][CH2:33][C@@H:34]3[CH2:40][CH2:39][CH2:38][N:35]3[C:36](=[O:37])[C:30]=2[CH:29]=1. Product: [CH3:70][O:69][C:55]1[C:54]([O:53][CH2:52][CH2:51][P:46]([CH2:45][CH2:44][O:43][C:42]2[C:28]([O:27][CH3:26])=[CH:29][C:30]3[C:36](=[O:37])[N:35]4[CH2:38][CH2:39][CH2:40][C@H:34]4[CH:33]=[N:32][C:31]=3[CH:41]=2)(=[O:50])[O:47][CH2:48][CH3:49])=[CH:68][C:58]2[N:59]([C:17](=[O:19])[CH2:16][CH2:15][CH2:14][S:13][S:12][C:7]3[CH:8]=[CH:9][CH:10]=[CH:11][N:6]=3)[CH2:60][C@@H:61]3[CH2:67][CH2:66][CH2:65][N:62]3[C:63](=[O:64])[C:57]=2[CH:56]=1. The catalyst class is: 2. (2) Reactant: [N:1]1[CH:2]=[C:3]([C:10]([NH:12][C:13]2[CH:14]=[C:15]([CH:19]=[CH:20][C:21]=2[CH3:22])[C:16]([OH:18])=O)=[O:11])[N:4]2[CH:9]=[CH:8][CH:7]=[CH:6][C:5]=12.CCN(C(C)C)C(C)C.CN(C(ON1N=NC2C=CC=NC1=2)=[N+](C)C)C.F[P-](F)(F)(F)(F)F.O[N:57]=[C:58]([NH2:66])[C:59]1[CH:64]=[CH:63][CH:62]=[C:61]([CH3:65])[N:60]=1. Product: [CH3:22][C:21]1[CH:20]=[CH:19][C:15]([C:16]2[O:18][N:66]=[C:58]([C:59]3[CH:64]=[CH:63][CH:62]=[C:61]([CH3:65])[N:60]=3)[N:57]=2)=[CH:14][C:13]=1[NH:12][C:10]([C:3]1[N:4]2[CH:9]=[CH:8][CH:7]=[CH:6][C:5]2=[N:1][CH:2]=1)=[O:11]. The catalyst class is: 3. (3) Reactant: CC1(C)C2CCC1(CS(O)(=O)=O)C(=O)C2.[NH:16]1[CH2:20][CH2:19][C:18]2([C:24]3[CH:25]=[CH:26][CH:27]=[CH:28][C:23]=3[C:22](=[O:29])[O:21]2)[CH2:17]1.[Br:30][C:31]1[CH:36]=[CH:35][C:34]([CH:37]([OH:41])[C:38](O)=[O:39])=[C:33]([F:42])[CH:32]=1.F[P-](F)(F)(F)(F)F.N1(O[P+](N(C)C)(N(C)C)N(C)C)C2C=CC=CC=2N=N1.C(N(CC)C(C)C)(C)C. Product: [Br:30][C:31]1[CH:36]=[CH:35][C:34]([CH:37]([OH:41])[C:38]([N:16]2[CH2:20][CH2:19][C:18]3([C:24]4[CH:25]=[CH:26][CH:27]=[CH:28][C:23]=4[C:22](=[O:29])[O:21]3)[CH2:17]2)=[O:39])=[C:33]([F:42])[CH:32]=1. The catalyst class is: 35. (4) Reactant: [Br:1][C:2]1[CH:8]=[CH:7][C:5]([NH2:6])=[CH:4][C:3]=1[O:9][CH3:10].[O:11](C(OC(C)(C)C)=O)[C:12]([O:14][C:15]([CH3:18])([CH3:17])[CH3:16])=O.C(N(CC)CC)C. Product: [Br:1][C:2]1[CH:8]=[CH:7][C:5]([NH:6][C:12](=[O:11])[O:14][C:15]([CH3:18])([CH3:17])[CH3:16])=[CH:4][C:3]=1[O:9][CH3:10]. The catalyst class is: 1. (5) Reactant: C(OC([N:8]1[CH2:13][CH2:12][N:11]([C:14]2[CH:19]=[CH:18][C:17]([O:20][CH2:21][CH2:22][CH2:23][S:24][CH2:25][C:26]3[CH:31]=[CH:30][CH:29]=[CH:28][C:27]=3[O:32][CH3:33])=[CH:16][CH:15]=2)[C@@H:10]([CH2:34][O:35][C:36]2[CH:45]=[CH:44][C:43]3[C:38](=[CH:39][CH:40]=[CH:41][CH:42]=3)[CH:37]=2)[CH2:9]1)=O)(C)(C)C.Cl.C(=O)(O)[O-].[Na+]. Product: [CH3:33][O:32][C:27]1[CH:28]=[CH:29][CH:30]=[CH:31][C:26]=1[CH2:25][S:24][CH2:23][CH2:22][CH2:21][O:20][C:17]1[CH:16]=[CH:15][C:14]([N:11]2[CH2:12][CH2:13][NH:8][CH2:9][C@@H:10]2[CH2:34][O:35][C:36]2[CH:45]=[CH:44][C:43]3[C:38](=[CH:39][CH:40]=[CH:41][CH:42]=3)[CH:37]=2)=[CH:19][CH:18]=1. The catalyst class is: 12. (6) The catalyst class is: 1. Reactant: [Mg].Br[C:3]1[CH:4]=[C:5]([O:9][CH3:10])[CH:6]=[CH:7][CH:8]=1.[CH2:11]([N:18]1[CH2:23][CH2:22][C:21](=[O:24])[CH2:20][CH2:19]1)[C:12]1[CH:17]=[CH:16][CH:15]=[CH:14][CH:13]=1. Product: [CH2:11]([N:18]1[CH2:23][CH2:22][C:21]([C:3]2[CH:8]=[CH:7][CH:6]=[C:5]([O:9][CH3:10])[CH:4]=2)([OH:24])[CH2:20][CH2:19]1)[C:12]1[CH:13]=[CH:14][CH:15]=[CH:16][CH:17]=1.